Dataset: Full USPTO retrosynthesis dataset with 1.9M reactions from patents (1976-2016). Task: Predict the reactants needed to synthesize the given product. (1) Given the product [C:20]([O:19][C:17]([N:14]1[CH2:15][CH2:16][CH:11]([NH:10][C:2]2[N:7]=[C:6]([CH3:8])[CH:5]=[C:4]([CH3:9])[N:3]=2)[CH2:12][CH2:13]1)=[O:18])([CH3:23])([CH3:21])[CH3:22], predict the reactants needed to synthesize it. The reactants are: Cl[C:2]1[N:7]=[C:6]([CH3:8])[CH:5]=[C:4]([CH3:9])[N:3]=1.[NH2:10][CH:11]1[CH2:16][CH2:15][N:14]([C:17]([O:19][C:20]([CH3:23])([CH3:22])[CH3:21])=[O:18])[CH2:13][CH2:12]1.CC(C)([O-])C.[Na+].C1(P(C2CCCCC2)C2C=CC=CC=2C2C=CC=CC=2)CCCCC1. (2) Given the product [C:1]([Si:5]([CH3:23])([CH3:22])[O:6][C@H:7]1[CH2:15][CH2:14][CH2:13][C@@:12]2([CH3:16])[C@H:8]1[CH2:9][CH2:10][C@@H:11]2[C:17](=[CH2:21])[CH2:18][CH2:19][O:20][Si:29]([C:32]([CH3:35])([CH3:34])[CH3:33])([CH3:31])[CH3:30])([CH3:4])([CH3:3])[CH3:2], predict the reactants needed to synthesize it. The reactants are: [C:1]([Si:5]([CH3:23])([CH3:22])[O:6][C@H:7]1[CH2:15][CH2:14][CH2:13][C@@:12]2([CH3:16])[C@H:8]1[CH2:9][CH2:10][C@@H:11]2[C:17](=[CH2:21])[CH2:18][CH2:19][OH:20])([CH3:4])([CH3:3])[CH3:2].N1C=CN=C1.[Si:29](Cl)([C:32]([CH3:35])([CH3:34])[CH3:33])([CH3:31])[CH3:30]. (3) Given the product [CH2:11]([NH:18][C:19]([C:21]1[S:25][C:24]([NH:26][C:8](=[O:9])[CH2:7][C:1]2[CH:6]=[CH:5][CH:4]=[CH:3][CH:2]=2)=[N:23][C:22]=1[CH3:27])=[O:20])[C:12]1[CH:17]=[CH:16][CH:15]=[CH:14][CH:13]=1, predict the reactants needed to synthesize it. The reactants are: [C:1]1([CH2:7][C:8](Cl)=[O:9])[CH:6]=[CH:5][CH:4]=[CH:3][CH:2]=1.[CH2:11]([NH:18][C:19]([C:21]1[S:25][C:24]([NH2:26])=[N:23][C:22]=1[CH3:27])=[O:20])[C:12]1[CH:17]=[CH:16][CH:15]=[CH:14][CH:13]=1. (4) Given the product [F:36][C:33]1[CH:32]=[CH:31][C:30]([C:27]2[O:28][CH:29]=[C:25]([C:7]3[CH:8]=[C:3]([O:2][CH3:1])[C:4]([NH2:18])=[N:5][CH:6]=3)[N:26]=2)=[CH:35][CH:34]=1, predict the reactants needed to synthesize it. The reactants are: [CH3:1][O:2][C:3]1[C:4]([NH2:18])=[N:5][CH:6]=[C:7](B2OC(C)(C)C(C)(C)O2)[CH:8]=1.FC(F)(F)S(O[C:25]1[N:26]=[C:27]([C:30]2[CH:35]=[CH:34][C:33]([F:36])=[CH:32][CH:31]=2)[O:28][CH:29]=1)(=O)=O.C([O-])([O-])=O.[Na+].[Na+].